Dataset: Catalyst prediction with 721,799 reactions and 888 catalyst types from USPTO. Task: Predict which catalyst facilitates the given reaction. (1) Reactant: [CH:1]([C:4]1[CH:12]=[CH:11][C:10]2[NH:9][C:8]3[CH2:13][CH2:14][N:15]([CH3:17])[CH2:16][C:7]=3[C:6]=2[CH:5]=1)([CH3:3])[CH3:2].[OH-].[K+].[CH3:20][C:21]1[CH:26]=[CH:25][C:24]([CH:27]=[CH2:28])=[CH:23][N:22]=1. Product: [CH:1]([C:4]1[CH:12]=[CH:11][C:10]2[N:9]([CH2:28][CH2:27][C:24]3[CH:23]=[N:22][C:21]([CH3:20])=[CH:26][CH:25]=3)[C:8]3[CH2:13][CH2:14][N:15]([CH3:17])[CH2:16][C:7]=3[C:6]=2[CH:5]=1)([CH3:3])[CH3:2]. The catalyst class is: 264. (2) Reactant: [F:1][C:2]1[CH:3]=[C:4]([CH:7]=[CH:8][CH:9]=1)[CH2:5]Cl.[OH:10][C:11]1[CH:18]=[CH:17][C:14]([CH:15]=[O:16])=[CH:13][CH:12]=1.[OH-].[Na+]. Product: [F:1][C:2]1[CH:3]=[C:4]([CH:7]=[CH:8][CH:9]=1)[CH2:5][O:10][C:11]1[CH:18]=[CH:17][C:14]([CH:15]=[O:16])=[CH:13][CH:12]=1. The catalyst class is: 8. (3) Reactant: C(Cl)(=O)C([Cl:4])=O.[F:7][C:8]1[CH:13]=[CH:12][C:11]([NH:14][C:15]([C:17]2([C:20]([OH:22])=O)[CH2:19][CH2:18]2)=[O:16])=[CH:10][CH:9]=1. Product: [F:7][C:8]1[CH:13]=[CH:12][C:11]([NH:14][C:15]([C:17]2([C:20]([Cl:4])=[O:22])[CH2:19][CH2:18]2)=[O:16])=[CH:10][CH:9]=1. The catalyst class is: 1. (4) Reactant: C(O)(=O)C.[CH2:5]([O:7][C:8]([C:10]1[S:11][CH:12]=[C:13]([C:15]2[CH:20]=[CH:19][CH:18]=[CH:17][CH:16]=2)[N:14]=1)=[O:9])[CH3:6].[I:21]N1C(=O)CCC1=O. Product: [CH2:5]([O:7][C:8]([C:10]1[S:11][C:12]([I:21])=[C:13]([C:15]2[CH:20]=[CH:19][CH:18]=[CH:17][CH:16]=2)[N:14]=1)=[O:9])[CH3:6]. The catalyst class is: 22. (5) Reactant: [CH3:1][O:2][C:3]1[CH:8]=[CH:7][C:6]([C@@H:9]2[CH2:14][CH:13]=[CH:12][CH2:11][C@@H:10]2[N+:15]([O-:17])=[O:16])=[CH:5][C:4]=1[O:18][CH3:19].Cl. Product: [CH3:1][O:2][C:3]1[CH:8]=[CH:7][C:6]([C@@H:9]2[CH2:14][CH2:13][CH2:12][CH2:11][C@@H:10]2[N+:15]([O-:17])=[O:16])=[CH:5][C:4]=1[O:18][CH3:19]. The catalyst class is: 19. (6) Reactant: [CH3:1][O:2][C:3]1[CH:8]=[CH:7][C:6]([NH:9][NH2:10])=[CH:5][CH:4]=1.[C:11]([CH2:17][C:18]#[N:19])(=O)[C:12]([CH3:15])([CH3:14])[CH3:13]. Product: [C:12]([C:11]1[CH:17]=[C:18]([NH2:19])[N:9]([C:6]2[CH:7]=[CH:8][C:3]([O:2][CH3:1])=[CH:4][CH:5]=2)[N:10]=1)([CH3:15])([CH3:14])[CH3:13]. The catalyst class is: 811. (7) Reactant: [CH2:1]([Zn]CC)C.[CH:6]([O:8][CH2:9][CH:10]1[CH2:15][CH2:14][N:13]([C:16]([O:18][C:19]([CH3:22])([CH3:21])[CH3:20])=[O:17])[CH2:12][CH2:11]1)=[CH2:7].ClCI.[Cl-].[NH4+]. Product: [CH:6]1([O:8][CH2:9][CH:10]2[CH2:15][CH2:14][N:13]([C:16]([O:18][C:19]([CH3:22])([CH3:21])[CH3:20])=[O:17])[CH2:12][CH2:11]2)[CH2:1][CH2:7]1. The catalyst class is: 26. (8) Reactant: [CH3:1][CH:2]([CH2:7][CH2:8][CH:9]=[CH2:10])[CH2:3][C@@H:4]([OH:6])[CH3:5].[C:11]1([CH3:21])[CH:16]=[CH:15][C:14]([S:17](Cl)(=[O:19])=[O:18])=[CH:13][CH:12]=1. Product: [CH3:21][C:11]1[CH:16]=[CH:15][C:14]([S:17]([O:6][C@H:4]([CH2:3][CH:2]([CH3:1])[CH2:7][CH2:8][CH:9]=[CH2:10])[CH3:5])(=[O:19])=[O:18])=[CH:13][CH:12]=1. The catalyst class is: 537. (9) Reactant: [F:1][C:2]1[CH:7]=[C:6]([F:8])[CH:5]=[CH:4][C:3]=1/[CH:9]=[CH:10]\[CH:11]=[O:12].[I:13]Cl. Product: [F:1][C:2]1[CH:7]=[C:6]([F:8])[CH:5]=[CH:4][C:3]=1/[CH:9]=[C:10](\[I:13])/[CH:11]=[O:12]. The catalyst class is: 529. (10) Product: [C:1]([O:5][C:6]([N:8]1[CH2:13][CH2:12][N:11]([C:14]2[CH:15]=[CH:16][C:17]([C:20]3[C:21]([NH:25][C@H:26]([C:31]([O:33][CH3:34])=[O:32])[CH2:27][CH:28]([CH3:30])[CH3:29])=[N:22][O:23][N:24]=3)=[CH:18][CH:19]=2)[CH2:10][CH2:9]1)=[O:7])([CH3:2])([CH3:3])[CH3:4]. Reactant: [C:1]([O:5][C:6]([N:8]1[CH2:13][CH2:12][N:11]([C:14]2[CH:19]=[CH:18][C:17]([C:20]3[C:21]([N:25](C(OCC(Cl)(Cl)Cl)=O)[C@H:26]([C:31]([O:33][CH3:34])=[O:32])[CH2:27][CH:28]([CH3:30])[CH3:29])=[N:22][O:23][N:24]=3)=[CH:16][CH:15]=2)[CH2:10][CH2:9]1)=[O:7])([CH3:4])([CH3:3])[CH3:2].OP([O-])(O)=O.[K+]. The catalyst class is: 324.